Dataset: Forward reaction prediction with 1.9M reactions from USPTO patents (1976-2016). Task: Predict the product of the given reaction. (1) Given the reactants COC1C=CC(C([NH:24][C:25]2[CH2:26][O:27][C:28]([CH3:55])([CH3:54])[C:29]([F:53])([F:52])[C@:30]([C:33]3[CH:38]=[C:37]([C:39]4[CH:40]=[N:41][N:42]([C:44]5[CH:49]=[CH:48][CH:47]=[C:46]([Cl:50])[CH:45]=5)[CH:43]=4)[CH:36]=[CH:35][C:34]=3[F:51])([CH3:32])[N:31]=2)(C2C=CC(OC)=CC=2)C2C=CC=CC=2)=CC=1.FC(F)(F)C(O)=O, predict the reaction product. The product is: [ClH:50].[Cl:50][C:46]1[CH:45]=[C:44]([N:42]2[CH:43]=[C:39]([C:37]3[CH:36]=[CH:35][C:34]([F:51])=[C:33]([C@:30]4([CH3:32])[C:29]([F:52])([F:53])[C:28]([CH3:54])([CH3:55])[O:27][CH2:26][C:25]([NH2:24])=[N:31]4)[CH:38]=3)[CH:40]=[N:41]2)[CH:49]=[CH:48][CH:47]=1. (2) Given the reactants [CH:1]([NH:4][N:5]1[C:17]2[C:16]3[CH:15]=[CH:14][CH:13]=[CH:12][C:11]=3[N:10]=[C:9]([NH2:18])[C:8]=2[N:7]=[C:6]1[CH2:19][CH2:20][CH3:21])([CH3:3])[CH3:2].[OH-].[Na+], predict the reaction product. The product is: [CH:1]([NH:4][N:5]1[C:17]2[C:16]3[CH2:15][CH2:14][CH2:13][CH2:12][C:11]=3[N:10]=[C:9]([NH2:18])[C:8]=2[N:7]=[C:6]1[CH2:19][CH2:20][CH3:21])([CH3:3])[CH3:2]. (3) Given the reactants [Si]([O:8][CH2:9][C:10]1[CH:11]=[C:12]([NH:16][C:17]2[N:25]=[C:24]3[C:20]([NH:21][C:22](=[O:34])[N:23]3[C:26]3[CH:31]=[CH:30][CH:29]=[CH:28][C:27]=3[O:32][CH3:33])=[C:19]([C:35]([NH2:37])=[O:36])[N:18]=2)[CH:13]=[CH:14][CH:15]=1)(C(C)(C)C)(C)C.[Si](OCC1C=C(NC2N=C3C(NC(=O)N3C3C=CC=CC=3OC)=C(C(OCC)=O)N=2)C=CC=1)(C(C)(C)C)(C)C, predict the reaction product. The product is: [OH:8][CH2:9][C:10]1[CH:11]=[C:12]([NH:16][C:17]2[N:25]=[C:24]3[C:20]([NH:21][C:22](=[O:34])[N:23]3[C:26]3[CH:31]=[CH:30][CH:29]=[CH:28][C:27]=3[O:32][CH3:33])=[C:19]([C:35]([NH2:37])=[O:36])[N:18]=2)[CH:13]=[CH:14][CH:15]=1. (4) Given the reactants I[C:2]1[CH:7]=[CH:6][C:5](/[C:8](/[C:25]2[CH:30]=[CH:29][C:28]([C:31]([F:34])([F:33])[F:32])=[CH:27][CH:26]=2)=[CH:9]\[CH2:10][O:11][C:12]2[CH:23]=[CH:22][C:15]([O:16][CH2:17][C:18]([O:20][CH3:21])=[O:19])=[C:14]([CH3:24])[CH:13]=2)=[CH:4][CH:3]=1.[CH2:35]([N:38]1[CH2:43][CH2:42][O:41][CH2:40][CH2:39]1)[C:36]#[CH:37].C(NC(C)C)(C)C, predict the reaction product. The product is: [CH3:24][C:14]1[CH:13]=[C:12]([O:11][CH2:10]/[CH:9]=[C:8](\[C:5]2[CH:4]=[CH:3][C:2]([C:37]#[C:36][CH2:35][N:38]3[CH2:43][CH2:42][O:41][CH2:40][CH2:39]3)=[CH:7][CH:6]=2)/[C:25]2[CH:26]=[CH:27][C:28]([C:31]([F:34])([F:33])[F:32])=[CH:29][CH:30]=2)[CH:23]=[CH:22][C:15]=1[O:16][CH2:17][C:18]([O:20][CH3:21])=[O:19].